Dataset: Full USPTO retrosynthesis dataset with 1.9M reactions from patents (1976-2016). Task: Predict the reactants needed to synthesize the given product. (1) Given the product [O:19]1[C:14]2=[CH:15][N:16]=[CH:17][CH:18]=[C:13]2[CH:12]=[C:11]1[C:8]1[N:6]2[N:7]=[C:2]([N:21]([CH3:20])[CH2:22][CH:23]([C:25]3[CH:30]=[CH:29][CH:28]=[CH:27][CH:26]=3)[OH:24])[CH:3]=[CH:4][C:5]2=[N:10][CH:9]=1, predict the reactants needed to synthesize it. The reactants are: Cl[C:2]1[CH:3]=[CH:4][C:5]2[N:6]([C:8]([C:11]3[O:19][C:14]4=[CH:15][N:16]=[CH:17][CH:18]=[C:13]4[CH:12]=3)=[CH:9][N:10]=2)[N:7]=1.[CH3:20][NH:21][CH2:22][CH:23]([C:25]1[CH:30]=[CH:29][CH:28]=[CH:27][CH:26]=1)[OH:24].C(N(CC)C(C)C)(C)C. (2) Given the product [F:28][C:25]1[CH:26]=[CH:27][C:22]([CH2:21][N:18]2[C:17](=[O:29])[C:16]3[N:15]([C:13](=[O:14])[C:12]4[CH:11]=[CH:10][CH:9]=[N:8][C:7]=4[C:5]=3[OH:4])[CH2:20][CH2:19]2)=[CH:23][CH:24]=1, predict the reactants needed to synthesize it. The reactants are: C([O:4][C:5]([C:7]1[C:12]([C:13]([N:15]2[CH2:20][CH2:19][N:18]([CH2:21][C:22]3[CH:27]=[CH:26][C:25]([F:28])=[CH:24][CH:23]=3)[C:17](=[O:29])[CH2:16]2)=[O:14])=[CH:11][CH:10]=[CH:9][N:8]=1)=O)(C)C.C[O-].[Na+]. (3) Given the product [CH3:3][O:4][C:5]([C:7]1([CH:13]([O:15][S:24]([C:27]([F:30])([F:29])[F:28])(=[O:26])=[O:25])[CH3:14])[CH2:12][CH2:11][CH2:10][CH2:9][O:8]1)=[O:6], predict the reactants needed to synthesize it. The reactants are: [H-].[Na+].[CH3:3][O:4][C:5]([C:7]1([CH:13]([OH:15])[CH3:14])[CH2:12][CH2:11][CH2:10][CH2:9][O:8]1)=[O:6].C1C(Cl)=CN=C(N([S:24]([C:27]([F:30])([F:29])[F:28])(=[O:26])=[O:25])[S:24]([C:27]([F:30])([F:29])[F:28])(=[O:26])=[O:25])C=1.[Cl-].[NH4+]. (4) The reactants are: [Br:1][C:2]1[C:11]2[C:6](=[CH:7][CH:8]=[CH:9][CH:10]=2)[C:5]([NH2:12])=[CH:4][CH:3]=1.N1([C:18](N2C=CN=C2)=[S:19])C=CN=C1. Given the product [Br:1][C:2]1[C:11]2[C:6](=[CH:7][CH:8]=[CH:9][CH:10]=2)[C:5]([N:12]=[C:18]=[S:19])=[CH:4][CH:3]=1, predict the reactants needed to synthesize it. (5) Given the product [CH2:17]([N:20]([CH2:21][CH:22]=[CH2:23])[CH2:2][C:3]([C:5]1[S:6][C:7]([F:10])=[CH:8][CH:9]=1)=[O:4])[CH:18]=[CH2:19], predict the reactants needed to synthesize it. The reactants are: Br[CH2:2][C:3]([C:5]1[S:6][C:7]([F:10])=[CH:8][CH:9]=1)=[O:4].C(=O)([O-])[O-].[K+].[K+].[CH2:17]([NH:20][CH2:21][CH:22]=[CH2:23])[CH:18]=[CH2:19]. (6) Given the product [CH2:1]([NH:3][C:4]1[NH:9][C:8](=[O:10])[C:7]([C:12]2[CH:17]=[CH:16][C:15]([O:18][C:19]3[CH:24]=[CH:23][N:22]=[C:21]([C:25]4[CH:26]=[N:27][C:28]([CH3:31])=[CH:29][CH:30]=4)[CH:20]=3)=[C:14]([CH3:32])[N:13]=2)=[CH:6][N:5]=1)[CH3:2], predict the reactants needed to synthesize it. The reactants are: [CH2:1]([NH:3][C:4]1[N:9]=[C:8]([O:10]C)[C:7]([C:12]2[CH:17]=[CH:16][C:15]([O:18][C:19]3[CH:24]=[CH:23][N:22]=[C:21]([C:25]4[CH:26]=[N:27][C:28]([CH3:31])=[CH:29][CH:30]=4)[CH:20]=3)=[C:14]([CH3:32])[N:13]=2)=[CH:6][N:5]=1)[CH3:2].Br. (7) Given the product [NH4+:22].[Cl:1][C:2]1[CH:3]=[CH:4][C:5]([S:35]([C:20]2[C:28]3[C:23](=[CH:24][CH:25]=[C:26]([F:29])[CH:27]=3)[N:22]([CH2:30][C:31]([O-:33])=[O:32])[C:21]=2[CH3:34])(=[O:39])=[O:37])=[CH:6][CH:7]=1, predict the reactants needed to synthesize it. The reactants are: [Cl:1][C:2]1[CH:3]=[C:4](C(OO)=O)[CH:5]=[CH:6][CH:7]=1.ClC1C=CC(S[C:20]2[C:28]3[C:23](=[CH:24][CH:25]=[C:26]([F:29])[CH:27]=3)[N:22]([CH2:30][C:31]([OH:33])=[O:32])[C:21]=2[CH3:34])=CC=1.[S:35]([O-:39])([O-])(=[O:37])=S.[Na+].[Na+].Cl.